From a dataset of Peptide-MHC class I binding affinity with 185,985 pairs from IEDB/IMGT. Regression. Given a peptide amino acid sequence and an MHC pseudo amino acid sequence, predict their binding affinity value. This is MHC class I binding data. (1) The peptide sequence is LIFHFFLFL. The MHC is HLA-A02:02 with pseudo-sequence HLA-A02:02. The binding affinity (normalized) is 0.244. (2) The peptide sequence is RMIESRMSK. The MHC is HLA-A02:03 with pseudo-sequence HLA-A02:03. The binding affinity (normalized) is 0.0847. (3) The peptide sequence is RVFNGDDVK. The MHC is HLA-A02:01 with pseudo-sequence HLA-A02:01. The binding affinity (normalized) is 0.0847. (4) The peptide sequence is VLSDLCNFL. The MHC is HLA-B27:03 with pseudo-sequence HLA-B27:03. The binding affinity (normalized) is 0.0847. (5) The peptide sequence is RELLGYCVSL. The MHC is HLA-B44:03 with pseudo-sequence HLA-B44:03. The binding affinity (normalized) is 0.212.